This data is from Forward reaction prediction with 1.9M reactions from USPTO patents (1976-2016). The task is: Predict the product of the given reaction. (1) Given the reactants [CH2:1]([O:3][C:4]([C@H:6]1[CH2:8][C@@H:7]1[C:9]1[CH:14]=[CH:13][C:12]([O:15]C(C)(C)C)=[CH:11][CH:10]=1)=[O:5])[CH3:2].FC(F)(F)C(O)=O, predict the reaction product. The product is: [CH2:1]([O:3][C:4]([C@H:6]1[CH2:8][C@@H:7]1[C:9]1[CH:10]=[CH:11][C:12]([OH:15])=[CH:13][CH:14]=1)=[O:5])[CH3:2]. (2) Given the reactants C([O:5][C:6](=[O:33])[C:7]([S:10][C:11]1[S:12][CH:13]=[C:14]([CH2:16][C:17]([NH:19][C:20]2[CH:25]=[CH:24][C:23]([C:26]3[CH:31]=[CH:30][C:29]([Cl:32])=[CH:28][CH:27]=3)=[CH:22][N:21]=2)=O)[N:15]=1)([CH3:9])[CH3:8])(C)(C)C.FC(F)(F)C(O)=O, predict the reaction product. The product is: [ClH:32].[Cl:32][C:29]1[CH:30]=[CH:31][C:26]([C:23]2[CH:24]=[CH:25][C:20]([NH:19][CH2:17][CH2:16][C:14]3[N:15]=[C:11]([S:10][C:7]([CH3:9])([CH3:8])[C:6]([OH:33])=[O:5])[S:12][CH:13]=3)=[N:21][CH:22]=2)=[CH:27][CH:28]=1.